This data is from Full USPTO retrosynthesis dataset with 1.9M reactions from patents (1976-2016). The task is: Predict the reactants needed to synthesize the given product. (1) Given the product [CH3:2][O:3][C:4]1[CH:5]=[C:6]([C:12]2[C:13]([CH3:25])([CH3:24])[C:14](=[O:23])[N:15]([CH:17]3[CH2:22][CH2:21][N:20]([C:30]([C:29]4[C:33]([O:37][CH3:38])=[CH:34][CH:35]=[CH:36][C:28]=4[O:27][CH3:26])=[O:31])[CH2:19][CH2:18]3)[N:16]=2)[CH:7]=[CH:8][C:9]=1[O:10][CH3:11], predict the reactants needed to synthesize it. The reactants are: Cl.[CH3:2][O:3][C:4]1[CH:5]=[C:6]([C:12]2[C:13]([CH3:25])([CH3:24])[C:14](=[O:23])[N:15]([CH:17]3[CH2:22][CH2:21][NH:20][CH2:19][CH2:18]3)[N:16]=2)[CH:7]=[CH:8][C:9]=1[O:10][CH3:11].[CH3:26][O:27][C:28]1[CH:36]=[CH:35][CH:34]=[C:33]([O:37][CH3:38])[C:29]=1[C:30](Cl)=[O:31]. (2) Given the product [C:15]1([CH:7]([C:1]2[CH:2]=[CH:3][CH:4]=[CH:5][CH:6]=2)[O:8][CH:9]2[CH2:14][CH2:13][N:12]([CH2:23][CH2:22][C:21]([O:25][CH3:26])=[O:24])[CH2:11][CH2:10]2)[CH:16]=[CH:17][CH:18]=[CH:19][CH:20]=1, predict the reactants needed to synthesize it. The reactants are: [C:1]1([CH:7]([C:15]2[CH:20]=[CH:19][CH:18]=[CH:17][CH:16]=2)[O:8][CH:9]2[CH2:14][CH2:13][NH:12][CH2:11][CH2:10]2)[CH:6]=[CH:5][CH:4]=[CH:3][CH:2]=1.[C:21]([O:25][CH3:26])(=[O:24])[CH:22]=[CH2:23].